Dataset: Reaction yield outcomes from USPTO patents with 853,638 reactions. Task: Predict the reaction yield, written as a fraction of the theoretical maximum amount of product (1.0 means a 100% yield; for example, 0.34 means a 34% yield). (1) The reactants are C([O:8][CH2:9][CH:10]([O:20][CH2:21][N:22]1[CH:29]=[C:28]([CH3:30])[C:26](=[O:27])[NH:25][C:23]1=[O:24])[CH2:11][O:12]CC1C=CC=CC=1)C1C=CC=CC=1.C1CCCCC=1. The catalyst is [OH-].[OH-].[Pd+2].C(O)C. The product is [OH:12][CH2:11][CH:10]([O:20][CH2:21][N:22]1[CH:29]=[C:28]([CH3:30])[C:26](=[O:27])[NH:25][C:23]1=[O:24])[CH2:9][OH:8]. The yield is 0.830. (2) The reactants are [C:1]([C:5]1[CH:23]=[C:8]2[N:9]=[C:10]([CH3:22])[C:11]([CH:14]([CH2:19][CH2:20][CH3:21])[C:15]([O:17][CH3:18])=[O:16])=[C:12](Cl)[N:7]2[N:6]=1)([CH3:4])([CH3:3])[CH3:2].B(O)(O)[C:25]1[CH:26]=[CH:27][C:28](C)=[CH:29][CH:30]=1.C(N(C(C)C)CC)(C)C.C[O:44]CCOC.O. No catalyst specified. The product is [C:1]([C:5]1[CH:23]=[C:8]2[N:9]=[C:10]([CH3:22])[C:11]([CH:14]([CH2:19][CH2:20][CH3:21])[C:15]([O:17][CH3:18])=[O:16])=[C:12]([C:27]3[CH:28]=[CH:29][CH:30]=[C:25]([OH:44])[CH:26]=3)[N:7]2[N:6]=1)([CH3:4])([CH3:3])[CH3:2]. The yield is 0.860. (3) The product is [CH3:1][C:2]1[N+:7]([O-:17])=[C:6]2[CH2:8][O:9][C:10](=[O:11])[C:5]2=[CH:4][CH:3]=1. The reactants are [CH3:1][C:2]1[N:7]=[C:6]2[CH2:8][O:9][C:10](=[O:11])[C:5]2=[CH:4][CH:3]=1.ClC1C=C(C=CC=1)C(OO)=[O:17]. The yield is 0.730. The catalyst is C(Cl)(Cl)Cl.ClCCl. (4) The reactants are Br[C:2]1[N:3]=[C:4]2[C:10]([C:11](=[O:16])[C:12]([CH3:15])([CH3:14])[CH3:13])=[CH:9][NH:8][C:5]2=[N:6][CH:7]=1.[CH2:17]([Sn:21]([CH2:39][CH2:40][CH2:41][CH3:42])([CH2:35][CH2:36][CH2:37][CH3:38])[Sn:21]([CH2:35][CH2:36][CH2:37][CH3:38])([CH2:39][CH2:40][CH2:41][CH3:42])[CH2:17][CH2:18][CH2:19][CH3:20])[CH2:18][CH2:19][CH3:20]. The catalyst is O1CCOCC1.C1C=CC([P]([Pd]([P](C2C=CC=CC=2)(C2C=CC=CC=2)C2C=CC=CC=2)([P](C2C=CC=CC=2)(C2C=CC=CC=2)C2C=CC=CC=2)[P](C2C=CC=CC=2)(C2C=CC=CC=2)C2C=CC=CC=2)(C2C=CC=CC=2)C2C=CC=CC=2)=CC=1. The product is [CH3:13][C:12]([CH3:15])([CH3:14])[C:11]([C:10]1[C:4]2[C:5](=[N:6][CH:7]=[C:2]([Sn:21]([CH2:35][CH2:36][CH2:37][CH3:38])([CH2:39][CH2:40][CH2:41][CH3:42])[CH2:17][CH2:18][CH2:19][CH3:20])[N:3]=2)[NH:8][CH:9]=1)=[O:16]. The yield is 0.250. (5) The reactants are [Br:1][C:2]1[CH:3]=[CH:4][C:5](F)=[N:6][CH:7]=1.[O:9]1[CH2:14][CH2:13][N:12]([CH2:15][CH2:16][NH2:17])[CH2:11][CH2:10]1. The catalyst is CC(O)(C)C.C1(C)C=CC(S(O)(=O)=O)=CC=1. The product is [Br:1][C:2]1[CH:3]=[CH:4][C:5]([NH:17][CH2:16][CH2:15][N:12]2[CH2:13][CH2:14][O:9][CH2:10][CH2:11]2)=[N:6][CH:7]=1. The yield is 0.550. (6) The reactants are Cl[C:2]1[CH:7]=[CH:6][CH:5]=[CH:4][CH:3]=1.[C:8]1(C)[CH:13]=[CH:12]C([Mg]Br)=[CH:10][CH:9]=1.[Cl-].C(C1C=CC=C(C(C)C)C=1[NH+]1CCN(C2C(C(C)C)=CC=CC=2C(C)C)C1)(C)C.C(C(C(C([O-])=O)O)O)([O-])=O.[K+].[Na+]. The catalyst is C1COCC1. The product is [CH3:10][CH2:9][CH2:8][CH2:13][CH2:12][CH2:3][CH2:4][CH2:5][CH2:6][CH2:7][CH3:2]. The yield is 0.910.